From a dataset of Forward reaction prediction with 1.9M reactions from USPTO patents (1976-2016). Predict the product of the given reaction. (1) Given the reactants [CH2:1]([N:3]1[CH2:8][CH2:7][C:6]([S:19]([C:22]2[CH:27]=[CH:26][C:25]([C:28]3[CH:33]=[CH:32][C:31]([O:34][C:35]([F:40])([F:39])[CH:36]([F:38])[F:37])=[CH:30][CH:29]=3)=[CH:24][CH:23]=2)(=[O:21])=[O:20])([C:9]([NH:11][O:12]C2CCCCO2)=[O:10])[CH2:5][CH2:4]1)[CH3:2].CO.[ClH:43], predict the reaction product. The product is: [ClH:43].[OH:12][NH:11][C:9]([C:6]1([S:19]([C:22]2[CH:23]=[CH:24][C:25]([C:28]3[CH:33]=[CH:32][C:31]([O:34][C:35]([F:40])([F:39])[CH:36]([F:38])[F:37])=[CH:30][CH:29]=3)=[CH:26][CH:27]=2)(=[O:21])=[O:20])[CH2:5][CH2:4][N:3]([CH2:1][CH3:2])[CH2:8][CH2:7]1)=[O:10]. (2) Given the reactants C([O:8][C:9]1[CH:10]=[C:11]([C:26]2[O:30][N:29]=[C:28]([C:31]3[C:32]([C:37]([F:40])([F:39])[F:38])=[N:33][CH:34]=[CH:35][CH:36]=3)[N:27]=2)[CH:12]=[C:13]([N+:23]([O-:25])=[O:24])[C:14]=1[O:15]CC1C=CC=CC=1)C1C=CC=CC=1.B(Br)(Br)Br, predict the reaction product. The product is: [N+:23]([C:13]1[CH:12]=[C:11]([C:26]2[O:30][N:29]=[C:28]([C:31]3[C:32]([C:37]([F:40])([F:39])[F:38])=[N:33][CH:34]=[CH:35][CH:36]=3)[N:27]=2)[CH:10]=[C:9]([OH:8])[C:14]=1[OH:15])([O-:25])=[O:24]. (3) Given the reactants [CH:1]12[CH2:7][CH:4]([CH2:5][CH2:6]1)[CH2:3][CH:2]2[NH:8][C:9]([NH2:11])=[S:10].Br[CH:13]([CH2:19][CH3:20])[C:14](OCC)=[O:15], predict the reaction product. The product is: [CH:1]12[CH2:7][CH:4]([CH2:5][CH2:6]1)[CH2:3][CH:2]2[NH:8][C:9]1[S:10][CH:13]([CH2:19][CH3:20])[C:14](=[O:15])[N:11]=1.